Dataset: NCI-60 drug combinations with 297,098 pairs across 59 cell lines. Task: Regression. Given two drug SMILES strings and cell line genomic features, predict the synergy score measuring deviation from expected non-interaction effect. (1) Drug 1: C1=C(C(=O)NC(=O)N1)N(CCCl)CCCl. Drug 2: C(=O)(N)NO. Cell line: SR. Synergy scores: CSS=58.8, Synergy_ZIP=1.88, Synergy_Bliss=2.10, Synergy_Loewe=-7.56, Synergy_HSA=3.30. (2) Drug 1: COC1=CC(=CC(=C1O)OC)C2C3C(COC3=O)C(C4=CC5=C(C=C24)OCO5)OC6C(C(C7C(O6)COC(O7)C8=CC=CS8)O)O. Drug 2: C1=NNC2=C1C(=O)NC=N2. Cell line: HCC-2998. Synergy scores: CSS=21.5, Synergy_ZIP=-3.75, Synergy_Bliss=0.364, Synergy_Loewe=-42.5, Synergy_HSA=0.595. (3) Drug 1: CC12CCC3C(C1CCC2O)C(CC4=C3C=CC(=C4)O)CCCCCCCCCS(=O)CCCC(C(F)(F)F)(F)F. Drug 2: CC1C(C(CC(O1)OC2CC(CC3=C2C(=C4C(=C3O)C(=O)C5=CC=CC=C5C4=O)O)(C(=O)C)O)N)O. Cell line: SK-MEL-28. Synergy scores: CSS=50.8, Synergy_ZIP=-1.05, Synergy_Bliss=-0.202, Synergy_Loewe=-6.32, Synergy_HSA=-0.0278. (4) Drug 1: C1CCC(CC1)NC(=O)N(CCCl)N=O. Drug 2: C1CCC(C(C1)N)N.C(=O)(C(=O)[O-])[O-].[Pt+4]. Cell line: RXF 393. Synergy scores: CSS=15.0, Synergy_ZIP=-6.88, Synergy_Bliss=-7.25, Synergy_Loewe=-5.63, Synergy_HSA=-4.81.